Dataset: Catalyst prediction with 721,799 reactions and 888 catalyst types from USPTO. Task: Predict which catalyst facilitates the given reaction. (1) Reactant: C(NC(C)C)(C)C.[Br:8][C:9]1[CH:14]=[CH:13][CH:12]=[C:11]([Br:15])[CH:10]=1.C([Li])CCC.[I:21]I. Product: [Br:8][C:9]1[CH:14]=[CH:13][CH:12]=[C:11]([Br:15])[C:10]=1[I:21]. The catalyst class is: 7. (2) Reactant: [NH2:1][CH:2]1[CH2:8][C:7]2[CH:9]=[CH:10][CH:11]=[CH:12][C:6]=2[CH2:5][N:4]([CH3:13])[C:3]1=[O:14].[CH2:15]([CH:17]([CH2:21]CCC)[C:18]([O-])=O)C.[Na+].[CH2:26]([OH:40])[C@@H:27]([OH:39])[C@@H:28]([OH:38])[C@H:29]([OH:37])[C@@H:30]([OH:36])[C@@H:31](O)[C:32](O)=O.ClCCl.[CH3:44]O.[CH2:46]1[CH2:50]OC[CH2:47]1. Product: [CH3:15][C:17]([CH3:21])([CH3:18])/[CH:32]=[CH:31]/[C@H:30]1[O:36][C:46]([CH3:50])([CH3:47])[O:38][C@@H:28]([C@@H:27]([O:39][CH3:44])[C:26]([NH:1][CH:2]2[CH2:8][C:7]3[CH:9]=[CH:10][CH:11]=[CH:12][C:6]=3[CH2:5][N:4]([CH3:13])[C:3]2=[O:14])=[O:40])[C@H:29]1[OH:37]. The catalyst class is: 124. (3) Reactant: [NH2:1][C:2]1[CH:7]=[C:6]([N+:8]([O-:10])=[O:9])[CH:5]=[CH:4][C:3]=1[OH:11].C(N(CC)CC)C.Cl[CH2:20][C:21](Cl)=[O:22].[H-].[Na+]. Product: [N+:8]([C:6]1[CH:5]=[CH:4][C:3]2[O:11][CH2:20][C:21](=[O:22])[NH:1][C:2]=2[CH:7]=1)([O-:10])=[O:9]. The catalyst class is: 1. (4) Reactant: [NH:1](C(OC(C)(C)C)=O)[C@H:2]([C:11]([NH:13][C@@H:14]([C:24]([OH:26])=[O:25])[CH2:15][O:16][CH2:17][C:18]1[CH:23]=[CH:22][CH:21]=[CH:20][CH:19]=1)=[O:12])[CH2:3][C:4](=[O:10])[O:5]C(C)(C)C. Product: [NH2:1][C@H:2]([C:11]([NH:13][C@@H:14]([C:24]([OH:26])=[O:25])[CH2:15][O:16][CH2:17][C:18]1[CH:19]=[CH:20][CH:21]=[CH:22][CH:23]=1)=[O:12])[CH2:3][C:4](=[O:5])[OH:10]. The catalyst class is: 67. (5) The catalyst class is: 274. Reactant: FC(F)(F)S(O[C:7]1[CH:16]=[CH:15][C:10]([C:11]([O:13][CH3:14])=[O:12])=[CH:9][C:8]=1[C:17]1([CH:22]=[CH2:23])[CH2:21][CH2:20][CH2:19][CH2:18]1)(=O)=O.[F:26][C:27]1[C:28](B(O)O)=[CH:29][C:30]([O:33][CH3:34])=[N:31][CH:32]=1.P([O-])([O-])([O-])=O.[K+].[K+].[K+].COC1C=CC=C(OC)C=1C1C=CC=CC=1P(C1CCCCC1)C1CCCCC1. Product: [F:26][C:27]1[C:28]([C:7]2[CH:16]=[CH:15][C:10]([C:11]([O:13][CH3:14])=[O:12])=[CH:9][C:8]=2[C:17]2([CH:22]=[CH2:23])[CH2:21][CH2:20][CH2:19][CH2:18]2)=[CH:29][C:30]([O:33][CH3:34])=[N:31][CH:32]=1. (6) Reactant: Cl[C:2]1[CH:9]=[CH:8][C:5]([C:6]#[N:7])=[CH:4][N:3]=1.[C:10]([O:14][C:15](=[O:23])[NH:16][CH:17]1[CH2:22][CH2:21][NH:20][CH2:19][CH2:18]1)([CH3:13])([CH3:12])[CH3:11].C(=O)([O-])[O-].[K+].[K+].CCOC(C)=O. Product: [C:10]([O:14][C:15](=[O:23])[NH:16][CH:17]1[CH2:22][CH2:21][N:20]([C:2]2[CH:9]=[CH:8][C:5]([C:6]#[N:7])=[CH:4][N:3]=2)[CH2:19][CH2:18]1)([CH3:13])([CH3:11])[CH3:12]. The catalyst class is: 18. (7) Reactant: [F:1][C:2]([F:19])([F:18])[O:3][C:4]1[CH:9]=[CH:8][C:7]([C:10]2[CH:15]=[C:14]([C:16]#[N:17])[CH:13]=[CH:12][N:11]=2)=[CH:6][CH:5]=1.[H-].[H-].[H-].[H-].[Li+].[Al+3]. Product: [F:19][C:2]([F:1])([F:18])[O:3][C:4]1[CH:5]=[CH:6][C:7]([C:10]2[CH:15]=[C:14]([CH2:16][NH2:17])[CH:13]=[CH:12][N:11]=2)=[CH:8][CH:9]=1. The catalyst class is: 27. (8) Reactant: [OH:1][C:2]1[CH:9]=[C:8]([OH:10])[CH:7]=[CH:6][C:3]=1[CH:4]=[O:5].[F-].[K+].[CH2:13](Cl)[C:14]1[CH:19]=[CH:18][CH:17]=[CH:16][CH:15]=1. Product: [CH2:13]([O:10][C:8]1[CH:7]=[CH:6][C:3]([CH:4]=[O:5])=[C:2]([OH:1])[CH:9]=1)[C:14]1[CH:19]=[CH:18][CH:17]=[CH:16][CH:15]=1. The catalyst class is: 10. (9) Reactant: Br[C:2]1[CH:3]=[C:4]([C:8]([O:10][CH3:11])=[O:9])[S:5][C:6]=1[Cl:7].C([O-])([O-])=O.[Na+].[Na+].[CH2:18]([N:20]1[C:24](B2OC(C)(C)C(C)(C)O2)=[CH:23][CH:22]=[N:21]1)[CH3:19]. Product: [Cl:7][C:6]1[S:5][C:4]([C:8]([O:10][CH3:11])=[O:9])=[CH:3][C:2]=1[C:24]1[N:20]([CH2:18][CH3:19])[N:21]=[CH:22][CH:23]=1. The catalyst class is: 450. (10) Reactant: [CH2:1]([C@:3]([OH:15])([CH2:7][C:8]1[CH:13]=[CH:12][CH:11]=[CH:10][C:9]=1F)[C:4]([OH:6])=[O:5])[CH3:2].[CH3:16]N(C=O)C.C1(C)C=CC=CC=1.[H-].[Na+]. Product: [CH2:1]([C@@:3]1([C:4]([O:6][CH3:16])=[O:5])[CH2:7][C:8]2[CH:13]=[CH:12][CH:11]=[CH:10][C:9]=2[O:15]1)[CH3:2]. The catalyst class is: 6.